Dataset: TCR-epitope binding with 47,182 pairs between 192 epitopes and 23,139 TCRs. Task: Binary Classification. Given a T-cell receptor sequence (or CDR3 region) and an epitope sequence, predict whether binding occurs between them. (1) The epitope is YLNTLTLAV. The TCR CDR3 sequence is CASSQYLEMNTEAFF. Result: 0 (the TCR does not bind to the epitope). (2) The epitope is EEHVQIHTI. The TCR CDR3 sequence is CASTGTVDEQYF. Result: 1 (the TCR binds to the epitope). (3) The epitope is TLDSKTQSL. The TCR CDR3 sequence is CASSQAYTTDTQYF. Result: 0 (the TCR does not bind to the epitope). (4) The epitope is AMFWSVPTV. The TCR CDR3 sequence is CASSHRTTDEETQYF. Result: 1 (the TCR binds to the epitope). (5) The epitope is VLWAHGFEL. The TCR CDR3 sequence is CASSLGWGVGTEAFF. Result: 1 (the TCR binds to the epitope). (6) The epitope is FLNGSCGSV. The TCR CDR3 sequence is CASSLTGGHEKLFF. Result: 1 (the TCR binds to the epitope). (7) The epitope is FTYASALWEI. The TCR CDR3 sequence is CASSFGDQETQYF. Result: 0 (the TCR does not bind to the epitope). (8) The epitope is TLVPQEHYV. The TCR CDR3 sequence is CASSPEGLAGVHEQYF. Result: 0 (the TCR does not bind to the epitope).